This data is from Human liver microsome stability data. The task is: Regression/Classification. Given a drug SMILES string, predict its absorption, distribution, metabolism, or excretion properties. Task type varies by dataset: regression for continuous measurements (e.g., permeability, clearance, half-life) or binary classification for categorical outcomes (e.g., BBB penetration, CYP inhibition). Dataset: hlm. (1) The drug is Cc1noc(-c2ccc3c(c2)c2c(n3CCCOc3ccc(F)c(F)c3)CCCC2)n1. The result is 1 (stable in human liver microsomes). (2) The molecule is C[C@@H]1CN(c2ccc(S(=O)(=O)N3CCN(c4ccc(F)cc4C(F)(F)F)C[C@H]3C)c(Cl)c2)C[C@H](C)O1. The result is 0 (unstable in human liver microsomes). (3) The compound is Cc1ccc2oc(N3CCN4CCC3CC4)nc2n1. The result is 0 (unstable in human liver microsomes). (4) The compound is COc1ccc(-c2cc(-c3ccc(S(C)(=O)=O)cc3)cnc2NCCCCN)cn1. The result is 0 (unstable in human liver microsomes). (5) The drug is CCN(C(=O)Nc1ccc(OC(F)(F)F)cc1)C1Cc2ccc(SC(C)(C)C(=O)O)cc2C1. The result is 0 (unstable in human liver microsomes).